From a dataset of Retrosynthesis with 50K atom-mapped reactions and 10 reaction types from USPTO. Predict the reactants needed to synthesize the given product. (1) Given the product Cc1cc(O[C@H]2CCOC2=O)c(F)cc1Br, predict the reactants needed to synthesize it. The reactants are: Cc1cc(O)c(F)cc1Br.O=C1OCC[C@H]1O. (2) Given the product O=C(N[C@H]1CC[C@H](CCN2CCC(Oc3ccc(F)cc3F)CC2)CC1)c1ccnc2ccccc12, predict the reactants needed to synthesize it. The reactants are: NC1CCC(CCN2CCC(Oc3ccc(F)cc3F)CC2)CC1.O=C(O)c1ccnc2ccccc12.